This data is from Catalyst prediction with 721,799 reactions and 888 catalyst types from USPTO. The task is: Predict which catalyst facilitates the given reaction. (1) Reactant: [Br:1][C:2]1[CH:3]=[C:4]([NH2:9])[C:5]([NH2:8])=[CH:6][CH:7]=1.[C:10]([O:14][C:15]([N:17]1[CH2:21][CH2:20][CH2:19][CH:18]1[CH:22]=O)=[O:16])([CH3:13])([CH3:12])[CH3:11]. Product: [C:10]([O:14][C:15]([N:17]1[CH2:21][CH2:20][CH2:19][CH:18]1[C:22]1[NH:9][C:4]2[CH:3]=[C:2]([Br:1])[CH:7]=[CH:6][C:5]=2[N:8]=1)=[O:16])([CH3:13])([CH3:11])[CH3:12]. The catalyst class is: 8. (2) The catalyst class is: 163. Reactant: Cl[C:2]1[CH:7]=[CH:6][N:5]=[C:4]([CH2:8][OH:9])[CH:3]=1.[NH:10]1[C:18]2[C:13](=[CH:14][C:15]([OH:19])=[CH:16][CH:17]=2)[CH:12]=[CH:11]1.C(=O)([O-])[O-].[Cs+].[Cs+].C(Cl)Cl. Product: [NH:10]1[C:18]2[C:13](=[CH:14][C:15]([O:19][C:2]3[CH:7]=[CH:6][N:5]=[C:4]([CH2:8][OH:9])[CH:3]=3)=[CH:16][CH:17]=2)[CH:12]=[CH:11]1. (3) Reactant: C=C[C@@H]1[C@@H]2C[C@H]([C@@H:11]([OH:22])[C:12]3C4C(=CC=CC=4)N=CC=3)N(CC2)C1.N1C=CC=CC=1.[CH3:29][NH:30][C:31]([C:33]1[CH:42]=[CH:41][C:40]2[C:35](=[CH:36][CH:37]=[C:38]([C:43]([C:45]3[N:46]=[CH:47][N:48]([C:50]([C:63]4[CH:68]=[CH:67][CH:66]=[CH:65][CH:64]=4)([C:57]4[CH:62]=[CH:61][CH:60]=[CH:59][CH:58]=4)[C:51]4[CH:56]=[CH:55][CH:54]=[CH:53][CH:52]=4)[CH:49]=3)=[O:44])[CH:39]=2)[CH:34]=1)=[O:32].Cl.[O:70]1CC[CH2:72][CH2:71]1. Product: [OH:44][C@@:43]([C:38]1[CH:37]=[CH:36][C:35]2[C:40](=[CH:41][CH:42]=[C:33]([C:31]([NH:30][CH3:29])=[O:32])[CH:34]=2)[CH:39]=1)([C:45]1[N:46]=[CH:47][N:48]([C:50]([C:51]2[CH:56]=[CH:55][CH:54]=[CH:53][CH:52]=2)([C:57]2[CH:58]=[CH:59][CH:60]=[CH:61][CH:62]=2)[C:63]2[CH:68]=[CH:67][CH:66]=[CH:65][CH:64]=2)[CH:49]=1)[CH2:72][C:71]([O:22][CH2:11][CH3:12])=[O:70]. The catalyst class is: 13. (4) Reactant: [Cl:1][C:2]1[CH:7]=[CH:6][C:5]([NH:8][C:9](=[O:20])[C:10]2[CH:15]=[CH:14][CH:13]=[C:12]([C:16]([F:19])([F:18])[F:17])[CH:11]=2)=[CH:4][C:3]=1[NH:21][C:22]1[N:27]=[CH:26][N:25]=[C:24]2[NH:28][N:29]=[CH:30][C:23]=12.Br.Br[CH2:33][CH2:34][N:35]([CH2:38][CH3:39])[CH2:36][CH3:37].C(=O)([O-])[O-].[Cs+].[Cs+]. Product: [Cl:1][C:2]1[CH:7]=[CH:6][C:5]([NH:8][C:9](=[O:20])[C:10]2[CH:15]=[CH:14][CH:13]=[C:12]([C:16]([F:19])([F:18])[F:17])[CH:11]=2)=[CH:4][C:3]=1[NH:21][C:22]1[N:27]=[CH:26][N:25]=[C:24]2[N:28]([CH2:33][CH2:34][N:35]([CH2:38][CH3:39])[CH2:36][CH3:37])[N:29]=[CH:30][C:23]=12. The catalyst class is: 9. (5) Reactant: [O:1]=[C:2]1[NH:7][C:6]2[CH:8]=[C:9]([C:12]([OH:14])=O)[CH:10]=[CH:11][C:5]=2[S:4][CH2:3]1.[CH3:15][O:16][C:17]([C@H:19]1[CH2:24][CH2:23][C@H:22]([NH2:25])[CH2:21][CH2:20]1)=[O:18].ON1C2C=CC=CC=2N=N1.Cl.CN(C)CCCN=C=NCC.C(N(CC)C(C)C)(C)C. Product: [CH3:15][O:16][C:17]([C@H:19]1[CH2:24][CH2:23][C@H:22]([NH:25][C:12]([C:9]2[CH:10]=[CH:11][C:5]3[S:4][CH2:3][C:2](=[O:1])[NH:7][C:6]=3[CH:8]=2)=[O:14])[CH2:21][CH2:20]1)=[O:18]. The catalyst class is: 9. (6) Reactant: [Cl:1][C:2]1([C:11]([OH:13])=O)[N:7]=[C:6]([NH:8][CH2:9][CH3:10])[CH:5]=[CH:4][NH:3]1.C(N(CC)CC)C.N1C(F)=NC(F)=NC=1[F:23]. Product: [Cl:1][C:2]1([C:11]([F:23])=[O:13])[N:7]=[C:6]([NH:8][CH2:9][CH3:10])[CH:5]=[CH:4][NH:3]1. The catalyst class is: 4. (7) Reactant: [CH2:1]([N:8]([CH2:21][C:22]1[CH:39]=[CH:38][C:25]([O:26][C:27]2[CH:32]=[CH:31][C:30]([CH2:33][CH2:34][C:35](O)=[O:36])=[CH:29][CH:28]=2)=[CH:24][CH:23]=1)[C:9]1[CH:14]=[CH:13][CH:12]=[C:11]([NH:15][S:16]([CH3:19])(=[O:18])=[O:17])[C:10]=1[CH3:20])[C:2]1[CH:7]=[CH:6][CH:5]=[CH:4][CH:3]=1.Cl.C[O:42][C:43](=[O:46])[CH2:44][NH2:45].C(N(C(C)C)CC)(C)C.CCN=C=NCCCN(C)C.C1C=CC2N(O)N=NC=2C=1. Product: [CH2:1]([N:8]([CH2:21][C:22]1[CH:23]=[CH:24][C:25]([O:26][C:27]2[CH:28]=[CH:29][C:30]([CH2:33][CH2:34][C:35]([NH:45][CH2:44][C:43]([OH:46])=[O:42])=[O:36])=[CH:31][CH:32]=2)=[CH:38][CH:39]=1)[C:9]1[CH:14]=[CH:13][CH:12]=[C:11]([NH:15][S:16]([CH3:19])(=[O:17])=[O:18])[C:10]=1[CH3:20])[C:2]1[CH:7]=[CH:6][CH:5]=[CH:4][CH:3]=1. The catalyst class is: 369. (8) Reactant: [Cl:1][C:2]1[CH:7]=[C:6]([CH2:8][OH:9])[CH:5]=[CH:4][N:3]=1.[O:10]1[CH:15]=[CH:14][CH2:13][CH2:12][CH2:11]1.CC1C=CC(S(O)(=O)=O)=CC=1. Product: [Cl:1][C:2]1[CH:7]=[C:6]([CH2:8][O:9][CH:11]2[CH2:12][CH2:13][CH2:14][CH2:15][O:10]2)[CH:5]=[CH:4][N:3]=1. The catalyst class is: 1. (9) Reactant: [CH3:1][O:2][C:3]1[C:4]([C:13]([C:18]2[NH:22][C:21]3[CH:23]=[CH:24][C:25]([C:27]#[N:28])=[CH:26][C:20]=3[N:19]=2)([CH2:15][CH:16]=[CH2:17])[CH3:14])=[C:5]2[C:9](=[C:10]([CH3:12])[CH:11]=1)[NH:8][CH:7]=[CH:6]2.C([BH3-])#N.[Na+].[OH-].[Na+]. Product: [CH3:1][O:2][C:3]1[C:4]([C:13]([C:18]2[NH:22][C:21]3[CH:23]=[CH:24][C:25]([C:27]#[N:28])=[CH:26][C:20]=3[N:19]=2)([CH2:15][CH:16]=[CH2:17])[CH3:14])=[C:5]2[C:9](=[C:10]([CH3:12])[CH:11]=1)[NH:8][CH2:7][CH2:6]2. The catalyst class is: 699. (10) Reactant: [Cl-].C([P+](CCCC)(CCCC)[CH2:7][C:8]1[N:9]=[C:10]([CH3:13])[S:11][CH:12]=1)CCC.[Na].C[Si](C)(C)[N-][Si](C)(C)C.[C:32]([O:35][CH:36]([CH2:40][CH:41]=[C:42]([CH3:56])[CH2:43][CH2:44][CH2:45][CH:46]([CH3:55])[CH2:47][O:48][CH:49]1[CH2:54][CH2:53][CH2:52][CH2:51][O:50]1)[C:37](=O)[CH3:38])(=[O:34])[CH3:33]. Product: [C:32]([O:35][CH:36]([CH2:40][CH:41]=[C:42]([CH3:56])[CH2:43][CH2:44][CH2:45][C@H:46]([CH3:55])[CH2:47][O:48][CH:49]1[CH2:54][CH2:53][CH2:52][CH2:51][O:50]1)[C:37]([CH3:38])=[CH:7][C:8]1[N:9]=[C:10]([CH3:13])[S:11][CH:12]=1)(=[O:34])[CH3:33]. The catalyst class is: 1.